The task is: Predict the product of the given reaction.. This data is from Forward reaction prediction with 1.9M reactions from USPTO patents (1976-2016). (1) The product is: [CH3:15][C:5]1[C:6](=[O:13])[C:7]2[C:12](=[CH:11][CH:10]=[CH:9][CH:8]=2)[C:3](=[O:2])[C:4]=1/[CH:16]=[C:17](\[CH2:21][CH2:22][CH2:23][CH2:24][CH2:25][CH2:26][CH2:27][CH2:28][CH3:29])/[C:18]([OH:20])=[O:19]. Given the reactants C[O:2][C:3]1[C:12]2[C:7](=[CH:8][CH:9]=[CH:10][CH:11]=2)[C:6]([O:13]C)=[C:5]([CH3:15])[C:4]=1/[CH:16]=[C:17](\[CH2:21][CH2:22][CH2:23][CH2:24][CH2:25][CH2:26][CH2:27][CH2:28][CH3:29])/[C:18]([OH:20])=[O:19].C1(=O)C2C(=CC=CC=2)C(=O)C=C1/C=C(\C)/C(O)=O, predict the reaction product. (2) Given the reactants [C:1]([O:5][C:6]([N:8]1[C:24](=[O:25])[C:23]2[C:13]3[CH:14]=[CH:15][C:16]4[CH:17]=[N:18][C:19](Cl)=[CH:20][C:21]=4[C:12]=3[N:11]([C:26]([O:28][C:29]([CH3:32])([CH3:31])[CH3:30])=[O:27])[C:10]=2[CH2:9]1)=[O:7])([CH3:4])([CH3:3])[CH3:2].[CH3:33][O:34][C:35]1[CH:36]=[C:37](B(O)O)[CH:38]=[CH:39][CH:40]=1.C([O-])([O-])=O.[K+].[K+].C(OC(OC(C)(C)C)=O)(OC(C)(C)C)=O, predict the reaction product. The product is: [C:1]([O:5][C:6]([N:8]1[C:24](=[O:25])[C:23]2[C:13]3[CH:14]=[CH:15][C:16]4[CH:17]=[N:18][C:19]([C:39]5[CH:38]=[CH:37][CH:36]=[C:35]([O:34][CH3:33])[CH:40]=5)=[CH:20][C:21]=4[C:12]=3[N:11]([C:26]([O:28][C:29]([CH3:32])([CH3:31])[CH3:30])=[O:27])[C:10]=2[CH2:9]1)=[O:7])([CH3:4])([CH3:3])[CH3:2].